Dataset: Reaction yield outcomes from USPTO patents with 853,638 reactions. Task: Predict the reaction yield, written as a fraction of the theoretical maximum amount of product (1.0 means a 100% yield; for example, 0.34 means a 34% yield). (1) The reactants are [CH3:1][C:2]1[CH:7]=[CH:6][C:5]([N+:8]([O-:10])=[O:9])=[CH:4][C:3]=1[CH3:11].[I:12]I.S([O-])(O)=O.[Na+]. The catalyst is S(=O)(=O)(O)O.S([O-])([O-])(=O)=O.[Ag+2]. The product is [I:12][C:7]1[CH:6]=[C:5]([N+:8]([O-:10])=[O:9])[CH:4]=[C:3]([CH3:11])[C:2]=1[CH3:1]. The yield is 0.610. (2) The reactants are Cl.[OH:2][CH:3]([C:17]1[C:26]2[C:21](=[CH:22][CH:23]=[CH:24][CH:25]=2)[CH:20]=[CH:19][CH:18]=1)[CH:4]([NH2:16])[CH2:5][C:6]1[CH:11]=[CH:10][C:9]([C:12]([F:15])([F:14])[F:13])=[CH:8][CH:7]=1.[C:27]1([C:37](Cl)=[O:38])[C:36]2[C:31](=[CH:32][CH:33]=[CH:34][CH:35]=2)[CH:30]=[CH:29][CH:28]=1.C(=O)([O-])O.[Na+]. The catalyst is C(OCC)(=O)C.O. The product is [OH:2][CH:3]([C:17]1[C:26]2[C:21](=[CH:22][CH:23]=[CH:24][CH:25]=2)[CH:20]=[CH:19][CH:18]=1)[CH:4]([NH:16][C:37]([C:27]1[C:36]2[C:31](=[CH:32][CH:33]=[CH:34][CH:35]=2)[CH:30]=[CH:29][CH:28]=1)=[O:38])[CH2:5][C:6]1[CH:11]=[CH:10][C:9]([C:12]([F:13])([F:14])[F:15])=[CH:8][CH:7]=1. The yield is 0.880. (3) The product is [Cl:2][C:3]1[CH:4]=[C:5]([NH:10][C:11]([CH:13]2[CH2:14][CH2:15][N:16]([CH2:28][C@@H:30]3[CH2:35][CH2:34][CH2:33][N:32]([C:36]([O:38][C:39]([CH3:40])([CH3:42])[CH3:41])=[O:37])[CH2:31]3)[CH2:17][CH2:18]2)=[O:12])[CH:6]=[CH:7][C:8]=1[Cl:9]. The catalyst is ClCCl. The reactants are Cl.[Cl:2][C:3]1[CH:4]=[C:5]([NH:10][C:11]([CH:13]2[CH2:18][CH2:17][NH:16][CH2:15][CH2:14]2)=[O:12])[CH:6]=[CH:7][C:8]=1[Cl:9].C(N(C(C)C)CC)(C)C.[CH:28]([C@@H:30]1[CH2:35][CH2:34][CH2:33][N:32]([C:36]([O:38][C:39]([CH3:42])([CH3:41])[CH3:40])=[O:37])[CH2:31]1)=O.C(O[BH-](OC(=O)C)OC(=O)C)(=O)C.[Na+]. The yield is 1.00.